This data is from Forward reaction prediction with 1.9M reactions from USPTO patents (1976-2016). The task is: Predict the product of the given reaction. (1) Given the reactants [C:1]([O:5][C:6]([N:8]1[CH2:13][CH2:12][CH:11]([C:14]([OH:16])=O)[CH2:10][CH2:9]1)=[O:7])([CH3:4])([CH3:3])[CH3:2].C1N=CN(C(N2C=NC=C2)=O)C=1.Cl.[CH3:30][NH:31][O:32][CH3:33], predict the reaction product. The product is: [CH3:33][O:32][N:31]([CH3:30])[C:14]([CH:11]1[CH2:10][CH2:9][N:8]([C:6]([O:5][C:1]([CH3:2])([CH3:3])[CH3:4])=[O:7])[CH2:13][CH2:12]1)=[O:16]. (2) Given the reactants [NH2:1][C:2]1[CH:7]=[CH:6][C:5]([CH2:8][CH2:9][CH:10]2[CH2:15][CH2:14][N:13]([C:16]([O:18][C:19]([CH3:22])([CH3:21])[CH3:20])=[O:17])[CH2:12][CH2:11]2)=[CH:4][CH:3]=1.C(=O)(O)[O-:24].[Na+].OOS([O-])=O.[K+].[OH2:34], predict the reaction product. The product is: [N+:1]([C:2]1[CH:3]=[CH:4][C:5]([CH2:8][CH2:9][CH:10]2[CH2:11][CH2:12][N:13]([C:16]([O:18][C:19]([CH3:22])([CH3:21])[CH3:20])=[O:17])[CH2:14][CH2:15]2)=[CH:6][CH:7]=1)([O-:24])=[O:34]. (3) The product is: [N:1]1([CH2:7][CH2:8][O:9][C:10]2[CH:17]=[CH:16][C:13]([C:14]([NH2:19])=[NH:15])=[CH:12][CH:11]=2)[CH2:2][CH2:3][O:4][CH2:5][CH2:6]1. Given the reactants [N:1]1([CH2:7][CH2:8][O:9][C:10]2[CH:17]=[CH:16][C:13]([C:14]#[N:15])=[CH:12][CH:11]=2)[CH2:6][CH2:5][O:4][CH2:3][CH2:2]1.[Li][N:19]([Si](C)(C)C)[Si](C)(C)C.Cl, predict the reaction product.